From a dataset of Catalyst prediction with 721,799 reactions and 888 catalyst types from USPTO. Predict which catalyst facilitates the given reaction. (1) Reactant: [C:1]([C:5]1[CH:6]=[C:7]([OH:13])[C:8](=[CH:11][CH:12]=1)[CH:9]=O)([CH3:4])([CH3:3])[CH3:2].[F:14][C:15]([F:27])([C:23]([F:26])([F:25])[F:24])[CH:16]=[CH:17][C:18]([O:20][CH2:21][CH3:22])=[O:19].C([O-])([O-])=O.[K+].[K+].Cl. Product: [CH3:2][C:1]([C:5]1[CH:12]=[CH:11][C:8]2[CH:9]=[C:17]([C:18]([O:20][CH2:21][CH3:22])=[O:19])[CH:16]([C:15]([F:14])([F:27])[C:23]([F:25])([F:24])[F:26])[O:13][C:7]=2[CH:6]=1)([CH3:4])[CH3:3]. The catalyst class is: 39. (2) Reactant: C[O:2][C:3](=[O:43])[C:4]1[CH:9]=[C:8]([O:10][C:11]2[CH:16]=[CH:15][C:14]([NH:17][S:18]([C:21]3[CH:26]=[CH:25][C:24]([CH3:27])=[CH:23][CH:22]=3)(=[O:20])=[O:19])=[C:13]([O:28][CH2:29][CH2:30][CH3:31])[CH:12]=2)[CH:7]=[CH:6][C:5]=1[NH:32][S:33]([C:36]1[CH:41]=[CH:40][C:39]([CH3:42])=[CH:38][CH:37]=1)(=[O:35])=[O:34].[Li+].[OH-].O.Cl. Product: [CH2:29]([O:28][C:13]1[CH:12]=[C:11]([CH:16]=[CH:15][C:14]=1[NH:17][S:18]([C:21]1[CH:26]=[CH:25][C:24]([CH3:27])=[CH:23][CH:22]=1)(=[O:19])=[O:20])[O:10][C:8]1[CH:7]=[CH:6][C:5]([NH:32][S:33]([C:36]2[CH:37]=[CH:38][C:39]([CH3:42])=[CH:40][CH:41]=2)(=[O:34])=[O:35])=[C:4]([CH:9]=1)[C:3]([OH:43])=[O:2])[CH2:30][CH3:31]. The catalyst class is: 1. (3) Product: [CH:1](=[C:8]1[NH:13][CH2:12][CH2:11][NH:10][CH2:9]1)[C:2]1[CH:3]=[CH:4][CH:5]=[CH:6][CH:7]=1. Reactant: [CH2:1]([CH:8]1[NH:13][C:12](=O)[CH2:11][NH:10][C:9]1=O)[C:2]1[CH:7]=[CH:6][CH:5]=[CH:4][CH:3]=1.[H-].[Al+3].[Li+].[H-].[H-].[H-].O. The catalyst class is: 27. (4) Reactant: [C:1]([OH:6])(=[O:5])[C:2]([CH3:4])=[CH2:3].S([O-])(OCCCCCCCCCCCC)(=O)=O.[Na+].[C:25]([O:29][CH3:30])(=[O:28])[CH:26]=[CH2:27]. Product: [CH3:4][C:2]([C:1]([OH:6])=[O:5])=[CH2:3].[CH3:30][O:29][C:25]([CH:26]=[CH2:27])=[O:28]. The catalyst class is: 6. (5) Reactant: C1(N2CC(F)(F)C(=O)N(C)C3C=NC(NC4C=CC(C(O)=O)=C(F)C=4F)=NC2=3)CCCC1.[CH:33]1([N:38]2[CH2:44][C:43]([F:46])([F:45])[C:42](=[O:47])[NH:41][C:40]3[CH:48]=[N:49][C:50]([NH:52][C:53]4[CH:68]=[CH:67][C:56]([C:57]([NH:59][CH:60]5CCN(C)CC5)=[O:58])=[C:55]([F:69])[C:54]=4[F:70])=[N:51][C:39]2=3)[CH2:37][CH2:36][CH2:35][CH2:34]1.F[P-](F)(F)(F)(F)F.CN(C(N(C)C)=[N+]1C2C(=NC=CC=2)[N+]([O-])=N1)C.C(N(C(C)C)CC)(C)C.Cl.CN. Product: [CH:33]1([N:38]2[CH2:44][C:43]([F:46])([F:45])[C:42](=[O:47])[NH:41][C:40]3[CH:48]=[N:49][C:50]([NH:52][C:53]4[CH:68]=[CH:67][C:56]([C:57]([NH:59][CH3:60])=[O:58])=[C:55]([F:69])[C:54]=4[F:70])=[N:51][C:39]2=3)[CH2:34][CH2:35][CH2:36][CH2:37]1. The catalyst class is: 288. (6) Reactant: [CH2:1]([CH:8]([C:18]1[C:22]2[S:23][C:24]([C:26]3[CH:36]=[C:35]([C:37]([O:39]CC)=[O:38])[C:34]([C:42]4[S:46][C:45]5[C:47]([CH:50]([CH2:60][CH2:61][CH2:62][CH2:63][CH2:64][CH2:65][CH3:66])[CH2:51][CH2:52][CH2:53][CH2:54][CH2:55][CH2:56][CH2:57][CH2:58][CH3:59])=[CH:48][S:49][C:44]=5[CH:43]=4)=[CH:33][C:27]=3[C:28]([O:30]CC)=[O:29])=[CH:25][C:21]=2[S:20][CH:19]=1)[CH2:9][CH2:10][CH2:11][CH2:12][CH2:13][CH2:14][CH2:15][CH2:16][CH3:17])[CH2:2][CH2:3][CH2:4][CH2:5][CH2:6][CH3:7].CO.C1COCC1.[OH-].[Na+]. Product: [CH2:1]([CH:8]([C:18]1[C:22]2[S:23][C:24]([C:26]3[CH:36]=[C:35]([C:37]([OH:39])=[O:38])[C:34]([C:42]4[S:46][C:45]5[C:47]([CH:50]([CH2:60][CH2:61][CH2:62][CH2:63][CH2:64][CH2:65][CH3:66])[CH2:51][CH2:52][CH2:53][CH2:54][CH2:55][CH2:56][CH2:57][CH2:58][CH3:59])=[CH:48][S:49][C:44]=5[CH:43]=4)=[CH:33][C:27]=3[C:28]([OH:30])=[O:29])=[CH:25][C:21]=2[S:20][CH:19]=1)[CH2:9][CH2:10][CH2:11][CH2:12][CH2:13][CH2:14][CH2:15][CH2:16][CH3:17])[CH2:2][CH2:3][CH2:4][CH2:5][CH2:6][CH3:7]. The catalyst class is: 6. (7) Reactant: Cl[C:2]1[C:3]2[C:10]([Cl:11])=[CH:9][N:8]([S:12]([C:15]3[CH:20]=[CH:19][CH:18]=[CH:17][CH:16]=3)(=[O:14])=[O:13])[C:4]=2[N:5]=[CH:6][N:7]=1.[NH:21]1[CH2:26][CH2:25][CH:24]([NH:27][C:28](=[O:35])[C:29]2[CH:34]=[CH:33][CH:32]=[CH:31][CH:30]=2)[CH2:23][CH2:22]1.C(N(CC)C(C)C)(C)C.O. Product: [Cl:11][C:10]1[C:3]2[C:2]([N:21]3[CH2:26][CH2:25][CH:24]([NH:27][C:28](=[O:35])[C:29]4[CH:34]=[CH:33][CH:32]=[CH:31][CH:30]=4)[CH2:23][CH2:22]3)=[N:7][CH:6]=[N:5][C:4]=2[N:8]([S:12]([C:15]2[CH:20]=[CH:19][CH:18]=[CH:17][CH:16]=2)(=[O:14])=[O:13])[CH:9]=1. The catalyst class is: 37. (8) Product: [CH3:48][O:47][C:27]1[CH:28]=[C:29]([C:32]([N:34]2[CH2:39][CH2:38][CH:37]([N:40]3[CH2:41][CH2:42][N:43]([CH3:46])[CH2:44][CH2:45]3)[CH2:36][CH2:35]2)=[O:33])[CH:30]=[CH:31][C:26]=1[NH:25][C:2]1[C:3]2[NH:15][N:14]=[CH:13][C:4]=2[N:5]=[C:6]([C:8]2[S:9][CH:10]=[CH:11][CH:12]=2)[N:7]=1. Reactant: Cl[C:2]1[C:3]2[C:4](=[CH:13][N:14](CC3C=CC(OC)=CC=3)[N:15]=2)[N:5]=[C:6]([C:8]2[S:9][CH:10]=[CH:11][CH:12]=2)[N:7]=1.[NH2:25][C:26]1[CH:31]=[CH:30][C:29]([C:32]([N:34]2[CH2:39][CH2:38][CH:37]([N:40]3[CH2:45][CH2:44][N:43]([CH3:46])[CH2:42][CH2:41]3)[CH2:36][CH2:35]2)=[O:33])=[CH:28][C:27]=1[O:47][CH3:48].Cl. The catalyst class is: 71. (9) Reactant: Br[C:2]1[O:3][C:4]2[C:24]([O:25]C(=O)C)=[C:23]([O:29][CH3:30])[CH:22]=[CH:21][C:5]=2[C:6]=1[C:7](=[O:20])[C:8]1[CH:13]=[C:12]([O:14][CH3:15])[C:11]([O:16][CH3:17])=[C:10]([O:18][CH3:19])[CH:9]=1.O.[NH2:32][NH2:33]. Product: [NH:32]([C:2]1[O:3][C:4]2[C:24]([OH:25])=[C:23]([O:29][CH3:30])[CH:22]=[CH:21][C:5]=2[C:6]=1[C:7](=[O:20])[C:8]1[CH:13]=[C:12]([O:14][CH3:15])[C:11]([O:16][CH3:17])=[C:10]([O:18][CH3:19])[CH:9]=1)[NH2:33]. The catalyst class is: 7.